The task is: Predict the product of the given reaction.. This data is from Forward reaction prediction with 1.9M reactions from USPTO patents (1976-2016). (1) The product is: [C:28]1([S:25]([N:17]2[C:16]3[CH:34]=[N:35][C:46]([C:47]#[N:48])=[C:13]([OH:12])[C:15]=3[C:23]3[CH:22]=[C:21]([Br:24])[CH:20]=[N:19][C:18]2=3)(=[O:27])=[O:26])[CH:29]=[CH:30][CH:31]=[CH:32][CH:33]=1. Given the reactants C[Si]([N-][Si](C)(C)C)(C)C.[Li+].C[O:12][C:13]([C:15]1[C:23]2[C:18](=[N:19][CH:20]=[C:21]([Br:24])[CH:22]=2)[N:17]([S:25]([C:28]2[CH:33]=[CH:32][CH:31]=[CH:30][CH:29]=2)(=[O:27])=[O:26])[C:16]=1[CH2:34][N:35]([CH2:46][C:47]#[N:48])S(C1C=CC(C)=CC=1)(=O)=O)=O, predict the reaction product. (2) Given the reactants [F:1][C:2]1[CH:7]=[CH:6][CH:5]=[C:4]([F:8])[C:3]=1[N:9]1[C:14]2[N:15]=[C:16](S(C)(=O)=O)[N:17]=[C:18]([C:19]3[CH:24]=[CH:23][C:22]([F:25])=[CH:21][C:20]=3[CH3:26])[C:13]=2[CH:12]=[CH:11][C:10]1=[O:31].[NH2:32][C@H:33]1[CH2:37][CH2:36][CH2:35][C@H:34]1[C:38]([NH2:40])=[O:39], predict the reaction product. The product is: [F:1][C:2]1[CH:7]=[CH:6][CH:5]=[C:4]([F:8])[C:3]=1[N:9]1[C:14]2[N:15]=[C:16]([NH:32][CH:33]3[CH2:37][CH2:36][CH2:35][CH:34]3[C:38]([NH2:40])=[O:39])[N:17]=[C:18]([C:19]3[CH:24]=[CH:23][C:22]([F:25])=[CH:21][C:20]=3[CH3:26])[C:13]=2[CH:12]=[CH:11][C:10]1=[O:31].